Dataset: Merck oncology drug combination screen with 23,052 pairs across 39 cell lines. Task: Regression. Given two drug SMILES strings and cell line genomic features, predict the synergy score measuring deviation from expected non-interaction effect. (1) Drug 1: CC(=O)OC1C(=O)C2(C)C(O)CC3OCC3(OC(C)=O)C2C(OC(=O)c2ccccc2)C2(O)CC(OC(=O)C(O)C(NC(=O)c3ccccc3)c3ccccc3)C(C)=C1C2(C)C. Drug 2: CC1(c2nc3c(C(N)=O)cccc3[nH]2)CCCN1. Cell line: EFM192B. Synergy scores: synergy=-22.9. (2) Drug 1: N#Cc1ccc(Cn2cncc2CN2CCN(c3cccc(Cl)c3)C(=O)C2)cc1. Drug 2: CCN(CC)CCNC(=O)c1c(C)[nH]c(C=C2C(=O)Nc3ccc(F)cc32)c1C. Cell line: NCIH23. Synergy scores: synergy=3.79. (3) Cell line: LOVO. Drug 2: Cn1cc(-c2cnn3c(N)c(Br)c(C4CCCNC4)nc23)cn1. Synergy scores: synergy=3.30. Drug 1: O=c1[nH]cc(F)c(=O)[nH]1.